Dataset: Peptide-MHC class II binding affinity with 134,281 pairs from IEDB. Task: Regression. Given a peptide amino acid sequence and an MHC pseudo amino acid sequence, predict their binding affinity value. This is MHC class II binding data. The peptide sequence is EKKYFPATQFEPLAA. The MHC is DRB1_1001 with pseudo-sequence DRB1_1001. The binding affinity (normalized) is 0.567.